Predict the product of the given reaction. From a dataset of Forward reaction prediction with 1.9M reactions from USPTO patents (1976-2016). (1) Given the reactants [CH3:1][N:2]([CH3:26])[CH2:3][CH2:4][N:5]([CH3:25])[C:6]1[S:7][C:8]2[CH:14]=[C:13]([NH:15][C:16](=[O:24])[C:17]3[CH:22]=[CH:21][C:20](I)=[CH:19][CH:18]=3)[CH:12]=[CH:11][C:9]=2[N:10]=1.[Cl:27][C:28]1[CH:33]=[C:32]([Cl:34])[CH:31]=[CH:30][C:29]=1B(O)O, predict the reaction product. The product is: [CH3:1][N:2]([CH3:26])[CH2:3][CH2:4][N:5]([CH3:25])[C:6]1[S:7][C:8]2[CH:14]=[C:13]([NH:15][C:16]([C:17]3[CH:22]=[CH:21][C:20]([C:31]4[CH:30]=[CH:29][C:28]([Cl:27])=[CH:33][C:32]=4[Cl:34])=[CH:19][CH:18]=3)=[O:24])[CH:12]=[CH:11][C:9]=2[N:10]=1. (2) The product is: [N:5]1[C:4]2[S:8][CH:9]=[CH:10][C:3]=2[C:2]([NH2:21])=[N:7][CH:6]=1. Given the reactants Cl[C:2]1[C:3]2[CH:10]=[CH:9][S:8][C:4]=2[N:5]=[CH:6][N:7]=1.C(O)C.C(=O)([O-])[O-].C([N:21](C(C)C)CC)(C)C, predict the reaction product. (3) Given the reactants [N+:1]([C:4]1[CH:9]=[CH:8][C:7]([C:10]([CH3:17])([CH3:16])[C:11]([O:13][CH2:14][CH3:15])=[O:12])=[CH:6][CH:5]=1)([O-])=O.C([O-])=O.[K+], predict the reaction product. The product is: [NH2:1][C:4]1[CH:5]=[CH:6][C:7]([C:10]([CH3:16])([CH3:17])[C:11]([O:13][CH2:14][CH3:15])=[O:12])=[CH:8][CH:9]=1. (4) The product is: [CH2:13]([O:12][C:10]([NH:1][CH2:2][CH2:3][C@H:4]([OH:8])[C:5]([O:7][N:27]1[C:31](=[O:32])[CH2:30][CH2:29][C:28]1=[O:33])=[O:6])=[O:11])[C:14]1[CH:19]=[CH:18][CH:17]=[CH:16][CH:15]=1. Given the reactants [NH2:1][CH2:2][CH2:3][C@H:4]([OH:8])[C:5]([OH:7])=[O:6].Cl[C:10]([O:12][CH2:13][C:14]1[CH:19]=[CH:18][CH:17]=[CH:16][CH:15]=1)=[O:11].C(=O)([O-])[O-].[Na+].[Na+].O[N:27]1[C:31](=[O:32])[CH2:30][CH2:29][C:28]1=[O:33].C1CCC(N=C=NC2CCCCC2)CC1, predict the reaction product. (5) Given the reactants [CH2:1]([O:8][C:9]([NH:11][C@@H:12]([CH2:16][CH2:17][NH:18][CH:19]1[CH2:24][CH2:23][N:22]([C:25]([O:27][C:28]([CH3:31])([CH3:30])[CH3:29])=[O:26])[CH2:21][C:20]1([CH3:33])[CH3:32])[C:13]([OH:15])=O)=[O:10])[C:2]1[CH:7]=[CH:6][CH:5]=[CH:4][CH:3]=1.CCN(C(C)C)C(C)C.CN(C(ON1N=NC2C=CC=CC1=2)=[N+](C)C)C.F[P-](F)(F)(F)(F)F.[OH-].[Na+], predict the reaction product. The product is: [CH2:1]([O:8][C:9]([NH:11][C@H:12]1[CH2:16][CH2:17][N:18]([CH:19]2[CH2:24][CH2:23][N:22]([C:25]([O:27][C:28]([CH3:30])([CH3:29])[CH3:31])=[O:26])[CH2:21][C:20]2([CH3:33])[CH3:32])[C:13]1=[O:15])=[O:10])[C:2]1[CH:7]=[CH:6][CH:5]=[CH:4][CH:3]=1. (6) Given the reactants [C:1](=[O:4])([O-])[O-].[K+].[K+].FC(F)(F)C1C=C(C=C(C(F)(F)F)C=1)CNC[C:15]1[C:16]([N:25]2[CH2:30][CH2:29][N:28]([CH2:31][CH:32]3[CH2:37][CH2:36][CH2:35][CH2:34][CH2:33]3)[CH2:27][CH2:26]2)=[N:17][C:18]2[C:23]([CH:24]=1)=[CH:22][CH:21]=[CH:20][CH:19]=2.ClC(OCC)=O.O, predict the reaction product. The product is: [CH:32]1([CH2:31][N:28]2[CH2:27][CH2:26][N:25]([C:16]3[C:15]([CH:1]=[O:4])=[CH:24][C:23]4[C:18](=[CH:19][CH:20]=[CH:21][CH:22]=4)[N:17]=3)[CH2:30][CH2:29]2)[CH2:33][CH2:34][CH2:35][CH2:36][CH2:37]1. (7) Given the reactants [C:1]([C:5]1[CH:9]=[C:8]([NH:10][C:11]([NH:13][C@@H:14]2[C:23]3[C:18](=[CH:19][CH:20]=[CH:21][CH:22]=3)[C@H:17]([O:24][C:25]3[CH:26]=[CH:27][C:28]4[N:29]([C:31]([N:34]5[CH2:39][CH2:38][CH2:37][CH2:36][C@@H:35]5[CH3:40])=[N:32][N:33]=4)[CH:30]=3)[CH2:16][CH2:15]2)=[O:12])[N:7]([C:41]2[CH:42]=[C:43]([CH:50]=[CH:51][CH:52]=2)[CH2:44][O:45]S(C)(=O)=O)[N:6]=1)([CH3:4])([CH3:3])[CH3:2].[NH:53]1[CH2:58][CH2:57][CH2:56][CH2:55][CH2:54]1.C1C[O:62]CC1, predict the reaction product. The product is: [CH:44]([OH:45])=[O:62].[C:1]([C:5]1[CH:9]=[C:8]([NH:10][C:11]([NH:13][C@@H:14]2[C:23]3[C:18](=[CH:19][CH:20]=[CH:21][CH:22]=3)[C@H:17]([O:24][C:25]3[CH:26]=[CH:27][C:28]4[N:29]([C:31]([N:34]5[CH2:39][CH2:38][CH2:37][CH2:36][C@@H:35]5[CH3:40])=[N:32][N:33]=4)[CH:30]=3)[CH2:16][CH2:15]2)=[O:12])[N:7]([C:41]2[CH:52]=[CH:51][CH:50]=[C:43]([CH2:44][N:53]3[CH2:58][CH2:57][CH2:56][CH2:55][CH2:54]3)[CH:42]=2)[N:6]=1)([CH3:4])([CH3:3])[CH3:2].